From a dataset of M1 muscarinic receptor antagonist screen with 61,756 compounds. Binary Classification. Given a drug SMILES string, predict its activity (active/inactive) in a high-throughput screening assay against a specified biological target. (1) The molecule is S(=O)(=O)(c1nc(oc1NCCCn1ccnc1)c1occc1)c1ccccc1. The result is 0 (inactive). (2) The compound is s1c2nc(nc(NCc3cc4OCOc4cc3)c2c(c1)c1sccc1)CN1CCOCC1. The result is 0 (inactive). (3) The drug is O=c1n(CC(=O)Nc2c(ccc(c2)C(OC)=O)C)cnc2c1cccc2. The result is 0 (inactive).